From a dataset of Full USPTO retrosynthesis dataset with 1.9M reactions from patents (1976-2016). Predict the reactants needed to synthesize the given product. (1) Given the product [CH2:19]([O:10][C:9](=[O:11])[CH2:8][C:4]1[CH:3]=[N:2][CH:7]=[CH:6][CH:5]=1)[CH3:20], predict the reactants needed to synthesize it. The reactants are: Cl.[N:2]1[CH:7]=[CH:6][CH:5]=[C:4]([CH2:8][C:9]([OH:11])=[O:10])[CH:3]=1.S(=O)(=O)(O)O.[OH-].[NH4+].[CH2:19](O)[CH3:20]. (2) Given the product [Cl:1][C:2]1[CH:3]=[CH:4][C:5]2[C:6]3[C:11]([C@H:12]([CH3:25])[N:13]([C:16]([C:18]4[CH:19]=[C:20]([OH:24])[CH:21]=[CH:22][CH:23]=4)=[O:17])[C:14]=2[CH:15]=1)=[CH:10][CH:9]=[CH:8][CH:7]=3, predict the reactants needed to synthesize it. The reactants are: [Cl:1][C:2]1[CH:3]=[CH:4][C:5]2[C:6]3[C:11]([CH:12]([CH3:25])[N:13]([C:16]([C:18]4[CH:19]=[C:20]([OH:24])[CH:21]=[CH:22][CH:23]=4)=[O:17])[C:14]=2[CH:15]=1)=[CH:10][CH:9]=[CH:8][CH:7]=3. (3) Given the product [N:9]1([C:5]2[CH:6]=[N:7][CH:8]=[C:3]([CH:4]=2)[C:1]#[N:2])[CH2:13][CH2:12][C@H:11]2[CH2:14][NH:15][CH2:16][C@@H:10]12, predict the reactants needed to synthesize it. The reactants are: [C:1]([C:3]1[CH:4]=[C:5]([N:9]2[CH2:13][CH2:12][C@H:11]3[CH2:14][N:15](C(OC(C)(C)C)=O)[CH2:16][C@@H:10]23)[CH:6]=[N:7][CH:8]=1)#[N:2].FC(F)(F)C(O)=O. (4) Given the product [F:31][CH:2]([F:1])[C:3]1[N:7]([C:8]2[CH:13]=[C:12]([N:14]3[CH2:19][CH2:18][O:17][CH2:16][CH2:15]3)[N:11]=[C:10]([NH:20][CH:21]3[CH2:26][CH2:25][N:24]([C:35](=[O:36])[CH2:34][N:33]([CH3:38])[CH3:32])[CH2:23][CH2:22]3)[N:9]=2)[C:6]2[CH:27]=[CH:28][CH:29]=[CH:30][C:5]=2[N:4]=1, predict the reactants needed to synthesize it. The reactants are: [F:1][CH:2]([F:31])[C:3]1[N:7]([C:8]2[CH:13]=[C:12]([N:14]3[CH2:19][CH2:18][O:17][CH2:16][CH2:15]3)[N:11]=[C:10]([NH:20][CH:21]3[CH2:26][CH2:25][NH:24][CH2:23][CH2:22]3)[N:9]=2)[C:6]2[CH:27]=[CH:28][CH:29]=[CH:30][C:5]=2[N:4]=1.[CH3:32][N:33]([CH3:38])[CH2:34][C:35](O)=[O:36].ON1C2C=CC=CC=2N=N1.Cl.CN(C)CCCN=C=NCC. (5) Given the product [O:1]=[C:2]1[C:10]2[C:5](=[CH:6][CH:7]=[CH:8][CH:9]=2)[C:4](=[O:11])[N:3]1[CH:12]1[CH2:17][CH2:16][C:15]([CH3:21])([C:18]([Cl:25])=[O:19])[CH2:14][CH2:13]1, predict the reactants needed to synthesize it. The reactants are: [O:1]=[C:2]1[C:10]2[C:5](=[CH:6][CH:7]=[CH:8][CH:9]=2)[C:4](=[O:11])[N:3]1[CH:12]1[CH2:17][CH2:16][C:15]([CH3:21])([C:18](O)=[O:19])[CH2:14][CH2:13]1.C(Cl)(=O)C([Cl:25])=O.CN(C=O)C. (6) Given the product [CH3:11][O:12][C:13]([N:15]1[CH:16]=[C:17]([C@@H:21]2[CH2:25][CH2:24][CH2:23][N:22]2[CH3:26])[CH2:18][C:19]([CH:4]=[O:5])=[CH:20]1)=[O:14], predict the reactants needed to synthesize it. The reactants are: CN([CH:4]=[O:5])C.O=P(Cl)(Cl)Cl.[CH3:11][O:12][C:13]([N:15]1[CH:20]=[CH:19][CH2:18][C:17]([CH:21]2[CH2:25][CH2:24][CH2:23][N:22]2[CH3:26])=[CH:16]1)=[O:14].CC([O-])=O.[Na+].C([O-])(O)=O.[Na+]. (7) Given the product [OH:2][C:3]1[CH:34]=[CH:33][CH:32]=[CH:31][C:4]=1[C:5]([NH:7][C:8]1[CH:9]=[CH:10][C:11]([N:14]2[C:20](=[O:21])[CH2:19][C:18](=[O:22])[NH:17][C:16]3[C:23]4[C:28]([CH:29]=[CH:30][C:15]2=3)=[CH:27][CH:26]=[CH:25][CH:24]=4)=[CH:12][CH:13]=1)=[O:6], predict the reactants needed to synthesize it. The reactants are: C[O:2][C:3]1[CH:34]=[CH:33][CH:32]=[CH:31][C:4]=1[C:5]([NH:7][C:8]1[CH:13]=[CH:12][C:11]([N:14]2[C:20](=[O:21])[CH2:19][C:18](=[O:22])[NH:17][C:16]3[C:23]4[C:28]([CH:29]=[CH:30][C:15]2=3)=[CH:27][CH:26]=[CH:25][CH:24]=4)=[CH:10][CH:9]=1)=[O:6].B(Br)(Br)Br.N. (8) Given the product [F:1][C:2]1[CH:13]=[C:12]([O:14][CH2:21][C:22]2[CH:27]=[CH:26][CH:25]=[CH:24][CH:23]=2)[C:5]2[O:6][C:7]([CH3:11])([CH3:10])[O:8][CH2:9][C:4]=2[CH:3]=1, predict the reactants needed to synthesize it. The reactants are: [F:1][C:2]1[CH:13]=[C:12]([OH:14])[C:5]2[O:6][C:7]([CH3:11])([CH3:10])[O:8][CH2:9][C:4]=2[CH:3]=1.C(=O)([O-])[O-].[Cs+].[Cs+].[CH2:21](Br)[C:22]1[CH:27]=[CH:26][CH:25]=[CH:24][CH:23]=1.O. (9) Given the product [CH3:1][O:2][C:3](=[O:17])[C@@:4]([NH2:16])([C:26]([O:28][C:29]([CH3:32])([CH3:31])[CH3:30])=[O:25])[CH2:5][S:6][CH2:7][C:8]1[CH:13]=[CH:12][C:11]([O:14][CH3:15])=[CH:10][CH:9]=1, predict the reactants needed to synthesize it. The reactants are: [CH3:1][O:2][C:3](=[O:17])[C@@H:4]([NH2:16])[CH2:5][S:6][CH2:7][C:8]1[CH:13]=[CH:12][C:11]([O:14][CH3:15])=[CH:10][CH:9]=1.CCN(CC)CC.[O:25](C(OC(C)(C)C)=O)[C:26]([O:28][C:29]([CH3:32])([CH3:31])[CH3:30])=O. (10) Given the product [O:14]1[C:15]2[C:10](=[CH:9][CH:8]=[CH:17][CH:16]=2)[CH:11]=[CH:12][CH2:13]1, predict the reactants needed to synthesize it. The reactants are: C(C(O[C:8]1[CH:9]=[C:10]2[C:15](=[C:16](F)[C:17]=1F)[O:14][CH:13](CCCCC)[CH2:12][CH2:11]2)CCC)#C.